Predict the reaction yield, written as a fraction of the theoretical maximum amount of product (1.0 means a 100% yield; for example, 0.34 means a 34% yield). From a dataset of Reaction yield outcomes from USPTO patents with 853,638 reactions. The reactants are [C:1]([C:5]1[O:9][N:8]=[C:7]([NH:10][C:11]([NH:13][C:14]2[CH:19]=[CH:18][CH:17]=[C:16]([OH:20])[CH:15]=2)=[O:12])[CH:6]=1)([CH3:4])([CH3:3])[CH3:2].O[C:22]1[C:31]2[C:26](=[CH:27][CH:28]=[C:29]([O:32][CH2:33][CH2:34][O:35][CH3:36])[CH:30]=2)[N:25]=[CH:24][N:23]=1. No catalyst specified. The yield is 0.200. The product is [C:1]([C:5]1[O:9][N:8]=[C:7]([NH:10][C:11]([NH:13][C:14]2[CH:19]=[CH:18][CH:17]=[C:16]([O:20][C:22]3[C:31]4[C:26](=[CH:27][CH:28]=[C:29]([O:32][CH2:33][CH2:34][O:35][CH3:36])[CH:30]=4)[N:25]=[CH:24][N:23]=3)[CH:15]=2)=[O:12])[CH:6]=1)([CH3:4])([CH3:2])[CH3:3].